Dataset: Catalyst prediction with 721,799 reactions and 888 catalyst types from USPTO. Task: Predict which catalyst facilitates the given reaction. (1) Reactant: [CH:1]1[C:9]([NH2:10])=[CH:8][C:7]2[CH2:11][CH2:12][N:5]3[C:6]=2[C:2]=1[C:3]1[CH2:17][CH2:16][CH2:15][CH2:14][CH2:13][C:4]=13.[CH:18]1([CH2:23][CH2:24][C:25](Cl)=[O:26])[CH2:22][CH2:21][CH2:20][CH2:19]1. Product: [CH:18]1([CH2:23][CH2:24][C:25]([NH:10][C:9]2[CH:1]=[C:2]3[C:6]4=[C:7]([CH2:11][CH2:12][N:5]4[C:4]4[CH2:13][CH2:14][CH2:15][CH2:16][CH2:17][C:3]3=4)[CH:8]=2)=[O:26])[CH2:22][CH2:21][CH2:20][CH2:19]1. The catalyst class is: 68. (2) Reactant: [CH3:1][O:2][C:3]1[CH:8]=[C:7]([CH:9]=[O:10])[CH:6]=[CH:5][C:4]=1[OH:11].N1C=CN=C1.Cl[Si:18]([C:21]([CH3:24])([CH3:23])[CH3:22])([CH3:20])[CH3:19]. Product: [Si:18]([O:11][C:4]1[CH:5]=[CH:6][C:7]([CH:9]=[O:10])=[CH:8][C:3]=1[O:2][CH3:1])([C:21]([CH3:24])([CH3:23])[CH3:22])([CH3:20])[CH3:19]. The catalyst class is: 3. (3) Reactant: [Br:1][C:2]1[C:3]([C@H:8]([NH:18][S@@](C(C)(C)C)=O)[CH2:9][C:10]2[CH:15]=[C:14]([F:16])[CH:13]=[C:12]([F:17])[CH:11]=2)=[N:4][CH:5]=[N:6][CH:7]=1.[ClH:25].C(OCC)C. Product: [ClH:25].[Br:1][C:2]1[C:3]([C@H:8]([NH2:18])[CH2:9][C:10]2[CH:15]=[C:14]([F:16])[CH:13]=[C:12]([F:17])[CH:11]=2)=[N:4][CH:5]=[N:6][CH:7]=1. The catalyst class is: 5.